From a dataset of NCI-60 drug combinations with 297,098 pairs across 59 cell lines. Regression. Given two drug SMILES strings and cell line genomic features, predict the synergy score measuring deviation from expected non-interaction effect. (1) Drug 1: CC(C)(C#N)C1=CC(=CC(=C1)CN2C=NC=N2)C(C)(C)C#N. Drug 2: CCCCCOC(=O)NC1=NC(=O)N(C=C1F)C2C(C(C(O2)C)O)O. Cell line: OVCAR-5. Synergy scores: CSS=4.86, Synergy_ZIP=-0.0283, Synergy_Bliss=0.548, Synergy_Loewe=3.49, Synergy_HSA=-0.307. (2) Drug 1: C1CCN(CC1)CCOC2=CC=C(C=C2)C(=O)C3=C(SC4=C3C=CC(=C4)O)C5=CC=C(C=C5)O. Drug 2: C1=NC2=C(N1)C(=S)N=CN2. Cell line: UACC-257. Synergy scores: CSS=7.03, Synergy_ZIP=-2.11, Synergy_Bliss=2.15, Synergy_Loewe=-1.14, Synergy_HSA=1.76.